Task: Regression. Given a peptide amino acid sequence and an MHC pseudo amino acid sequence, predict their binding affinity value. This is MHC class II binding data.. Dataset: Peptide-MHC class II binding affinity with 134,281 pairs from IEDB The peptide sequence is GLRSDTTLLRALGAQ. The binding affinity (normalized) is 0.0559. The MHC is DRB1_0701 with pseudo-sequence DRB1_0701.